From a dataset of Forward reaction prediction with 1.9M reactions from USPTO patents (1976-2016). Predict the product of the given reaction. (1) Given the reactants [OH:1][C:2]1[CH:7]=[CH:6][C:5](B(O)O)=[CH:4][CH:3]=1.Br[C:12]1[CH:19]=[CH:18][C:17]([F:20])=[CH:16][C:13]=1[C:14]#[N:15].C([O-])([O-])=O.[Na+].[Na+], predict the reaction product. The product is: [F:20][C:17]1[CH:16]=[C:13]([C:14]#[N:15])[C:12]([C:5]2[CH:6]=[CH:7][C:2]([OH:1])=[CH:3][CH:4]=2)=[CH:19][CH:18]=1. (2) Given the reactants [CH3:1][C@H:2]([CH2:7][C:8]1[S:9][C:10]([C:13]2[CH:18]=[C:17]([NH:19][C:20]3[N:25]=[C:24]([C:26]([F:29])([F:28])[F:27])[CH:23]=[CH:22][N:21]=3)[CH:16]=[C:15]([CH3:30])[CH:14]=2)=[CH:11][N:12]=1)[C:3]([O:5][CH3:6])=[O:4].C(N(CC)CC)C.[CH3:38][C:39]([O:42][C:43](O[C:43]([O:42][C:39]([CH3:41])([CH3:40])[CH3:38])=[O:44])=[O:44])([CH3:41])[CH3:40], predict the reaction product. The product is: [C:39]([O:42][C:43]([N:19]([C:20]1[N:25]=[C:24]([C:26]([F:29])([F:27])[F:28])[CH:23]=[CH:22][N:21]=1)[C:17]1[CH:18]=[C:13]([C:10]2[S:9][C:8]([CH2:7][C@@H:2]([CH3:1])[C:3]([O:5][CH3:6])=[O:4])=[N:12][CH:11]=2)[CH:14]=[C:15]([CH3:30])[CH:16]=1)=[O:44])([CH3:41])([CH3:40])[CH3:38].